Dataset: TCR-epitope binding with 47,182 pairs between 192 epitopes and 23,139 TCRs. Task: Binary Classification. Given a T-cell receptor sequence (or CDR3 region) and an epitope sequence, predict whether binding occurs between them. (1) The epitope is GLIYNRMGAVTTEV. The TCR CDR3 sequence is CASTPSQGTTYEQYF. Result: 1 (the TCR binds to the epitope). (2) The epitope is NYSGVVTTVMF. The TCR CDR3 sequence is CASSQLAGEETQYF. Result: 0 (the TCR does not bind to the epitope). (3) The epitope is KLPDDFTGCV. The TCR CDR3 sequence is CASLPGASGGNEQFF. Result: 0 (the TCR does not bind to the epitope). (4) The epitope is RQLLFVVEV. The TCR CDR3 sequence is CASSLSGNEQFF. Result: 0 (the TCR does not bind to the epitope). (5) The epitope is KLNVGDYFV. The TCR CDR3 sequence is CASSESAAPGSWGEQFF. Result: 1 (the TCR binds to the epitope). (6) The epitope is NLVPMVATV. The TCR CDR3 sequence is CASSEVGATNYGYTF. Result: 1 (the TCR binds to the epitope). (7) The epitope is FTISVTTEIL. The TCR CDR3 sequence is CASSQDPGTPVYLSYGYTF. Result: 1 (the TCR binds to the epitope). (8) The epitope is PROT_97E67BCC. The TCR CDR3 sequence is CASSKLTRGADKQYF. Result: 1 (the TCR binds to the epitope).